The task is: Predict the product of the given reaction.. This data is from Forward reaction prediction with 1.9M reactions from USPTO patents (1976-2016). (1) Given the reactants [F:1][C:2]([F:16])([F:15])[C:3]1[CH:8]=[CH:7][C:6]([C:9]2[N:10]=[C:11]([SH:14])[S:12][CH:13]=2)=[CH:5][CH:4]=1.[CH3:17][O:18][C:19](=[O:35])[C:20]([O:23][C:24]1[CH:29]=[CH:28][C:27]([O:30][CH2:31][CH2:32]Br)=[CH:26][C:25]=1[CH3:34])([CH3:22])[CH3:21].[C:36]([O-])([O-])=O.[K+].[K+], predict the reaction product. The product is: [CH3:17][O:18][C:19](=[O:35])[C:20]([O:23][C:24]1[CH:29]=[C:28]([CH3:36])[C:27]([O:30][CH2:31][CH2:32][S:14][C:11]2[S:12][CH:13]=[C:9]([C:6]3[CH:5]=[CH:4][C:3]([C:2]([F:1])([F:15])[F:16])=[CH:8][CH:7]=3)[N:10]=2)=[CH:26][C:25]=1[CH3:34])([CH3:22])[CH3:21]. (2) Given the reactants [C:1]([C:4]1[CH:9]=[CH:8][C:7](OS(C(F)(F)F)(=O)=O)=[CH:6][C:5]=1[CH3:18])(=[O:3])[CH3:2].[F:19][C:20]([F:31])([F:30])[C:21]1[CH:26]=[CH:25][C:24](B(O)O)=[CH:23][CH:22]=1.C(=O)([O-])[O-].[K+].[K+].CCOC(C)=O.CCCCCC, predict the reaction product. The product is: [CH3:18][C:5]1[CH:6]=[C:7]([C:24]2[CH:25]=[CH:26][C:21]([C:20]([F:31])([F:30])[F:19])=[CH:22][CH:23]=2)[CH:8]=[CH:9][C:4]=1[C:1](=[O:3])[CH3:2]. (3) The product is: [C:1]([O:5][C:6]([N:8]1[CH2:17][CH2:16][C:15]2[C:10](=[CH:11][C:12]([C:18]3[N:26]4[C:21]([C:22]([NH2:27])=[N:23][CH:24]=[N:25]4)=[C:20]([C:37]4[CH:38]=[CH:39][C:40]5[C:44]([CH:45]=4)=[N:43][N:42]([CH2:9][C:10]4[CH:15]=[CH:14][CH:13]=[CH:12][CH:11]=4)[CH:41]=5)[CH:19]=3)=[CH:13][CH:14]=2)[CH2:9]1)=[O:7])([CH3:4])([CH3:3])[CH3:2]. Given the reactants [C:1]([O:5][C:6]([N:8]1[CH2:17][CH2:16][C:15]2[C:10](=[CH:11][C:12]([C:18]3[N:26]4[C:21]([C:22]([NH2:27])=[N:23][CH:24]=[N:25]4)=[C:20](Br)[CH:19]=3)=[CH:13][CH:14]=2)[CH2:9]1)=[O:7])([CH3:4])([CH3:3])[CH3:2].CC1(C)C(C)(C)OB([C:37]2[CH:38]=[CH:39][C:40]3[C:44]([CH:45]=2)=[N:43][NH:42][CH:41]=3)O1.C([O-])([O-])=O.[Na+].[Na+], predict the reaction product. (4) Given the reactants [CH3:1][C:2]1[N:3]([C:8]2[C:13]([C:14]#[N:15])=[CH:12][C:11]([C:16]([F:19])([F:18])[F:17])=[CH:10][C:9]=2[C:20]2[CH:25]=[CH:24][C:23]([OH:26])=[CH:22][CH:21]=2)[C:4]([CH3:7])=[CH:5][CH:6]=1.[NH2:27][OH:28], predict the reaction product. The product is: [CH3:7][C:4]1[N:3]([C:8]2[C:13]([C:14](=[N:27][OH:28])[NH2:15])=[CH:12][C:11]([C:16]([F:17])([F:19])[F:18])=[CH:10][C:9]=2[C:20]2[CH:21]=[CH:22][C:23]([OH:26])=[CH:24][CH:25]=2)[C:2]([CH3:1])=[CH:6][CH:5]=1.